Dataset: Full USPTO retrosynthesis dataset with 1.9M reactions from patents (1976-2016). Task: Predict the reactants needed to synthesize the given product. (1) Given the product [CH3:1][O:2][C:3]1[CH:8]=[CH:7][C:6]([N:9]2[CH2:14][CH2:13][N:12]([C:15]3[C:16]([CH3:31])=[C:17]([CH3:30])[C:18]4[O:22][C:21]([CH2:24][C:25]([NH:35][CH2:32][CH2:33][CH3:34])=[O:26])([CH3:23])[CH2:20][C:19]=4[C:28]=3[CH3:29])[CH2:11][CH2:10]2)=[CH:5][CH:4]=1, predict the reactants needed to synthesize it. The reactants are: [CH3:1][O:2][C:3]1[CH:8]=[CH:7][C:6]([N:9]2[CH2:14][CH2:13][N:12]([C:15]3[C:16]([CH3:31])=[C:17]([CH3:30])[C:18]4[O:22][C:21]([CH2:24][C:25](O)=[O:26])([CH3:23])[CH2:20][C:19]=4[C:28]=3[CH3:29])[CH2:11][CH2:10]2)=[CH:5][CH:4]=1.[CH2:32]([NH2:35])[CH2:33][CH3:34].Cl.C(N=C=NCCCN(C)C)C.O.ON1C2C=CC=CC=2N=N1.C(N(CC)CC)C. (2) The reactants are: [CH3:1][C:2]1[C:6](B(O)O)=[C:5]([CH3:10])[O:4][N:3]=1.C(=O)([O-])[O-].[Cs+].[Cs+].Cl[C:18]1[N:35]=[CH:34][C:21]2[NH:22][C:23](=[O:33])[N:24]([CH3:32])[CH:25]([C:26]3[CH:31]=[CH:30][CH:29]=[CH:28][CH:27]=3)[C:20]=2[CH:19]=1. Given the product [CH3:1][C:2]1[C:6]([C:18]2[N:35]=[CH:34][C:21]3[NH:22][C:23](=[O:33])[N:24]([CH3:32])[CH:25]([C:26]4[CH:31]=[CH:30][CH:29]=[CH:28][CH:27]=4)[C:20]=3[CH:19]=2)=[C:5]([CH3:10])[O:4][N:3]=1, predict the reactants needed to synthesize it.